This data is from Catalyst prediction with 721,799 reactions and 888 catalyst types from USPTO. The task is: Predict which catalyst facilitates the given reaction. Reactant: [Cl:1][C:2]1[N:11]=[C:10](Cl)[C:9]2[C:4](=[CH:5][CH:6]=[CH:7][CH:8]=2)[N:3]=1.[NH2:13][CH2:14][C:15]1([NH2:19])[CH2:18][O:17][CH2:16]1.C(N(CC)CC)C. Product: [NH2:19][C:15]1([CH2:14][NH:13][C:10]2[C:9]3[C:4](=[CH:5][CH:6]=[CH:7][CH:8]=3)[N:3]=[C:2]([Cl:1])[N:11]=2)[CH2:18][O:17][CH2:16]1. The catalyst class is: 5.